Predict which catalyst facilitates the given reaction. From a dataset of Catalyst prediction with 721,799 reactions and 888 catalyst types from USPTO. (1) Reactant: [Cl:1][C:2]1[CH:8]=[C:7]([O:9][C:10]2[C:11]3[N:18]([CH3:19])[CH:17]=[CH:16][C:12]=3[N:13]=[CH:14][N:15]=2)[CH:6]=[CH:5][C:3]=1[NH2:4].C(N(CC)CC)C.[C:27]([C:30]1[CH:31]=[C:32]([N:36]=[C:37]=[O:38])[CH:33]=[CH:34][CH:35]=1)(=[O:29])[CH3:28]. Product: [C:27]([C:30]1[CH:31]=[C:32]([NH:36][C:37]([NH:4][C:3]2[CH:5]=[CH:6][C:7]([O:9][C:10]3[C:11]4[N:18]([CH3:19])[CH:17]=[CH:16][C:12]=4[N:13]=[CH:14][N:15]=3)=[CH:8][C:2]=2[Cl:1])=[O:38])[CH:33]=[CH:34][CH:35]=1)(=[O:29])[CH3:28]. The catalyst class is: 30. (2) Reactant: [F:1][C:2]1[CH:7]=[CH:6][C:5]([CH2:8][C:9](Cl)=[O:10])=[CH:4][CH:3]=1.[S-:12][C:13]#[N:14].[K+].[NH2:16][C:17]1[CH:37]=[CH:36][C:20]([O:21][C:22]2[CH:27]=[C:26]([NH:28][C:29]([N:31]3[CH2:35][CH2:34][CH2:33][CH2:32]3)=[O:30])[N:25]=[CH:24][N:23]=2)=[C:19]([F:38])[CH:18]=1.CCCCCC. Product: [F:38][C:19]1[CH:18]=[C:17]([NH:16][C:13]([NH:14][C:9](=[O:10])[CH2:8][C:5]2[CH:6]=[CH:7][C:2]([F:1])=[CH:3][CH:4]=2)=[S:12])[CH:37]=[CH:36][C:20]=1[O:21][C:22]1[N:23]=[CH:24][N:25]=[C:26]([NH:28][C:29]([N:31]2[CH2:35][CH2:34][CH2:33][CH2:32]2)=[O:30])[CH:27]=1. The catalyst class is: 753. (3) Reactant: [Br:1][C:2]1[CH:3]=[CH:4][C:5](/[CH:8]=[CH:9]/[C@H:10]2[C@H:18]([CH3:19])[C:17]([F:21])([F:20])[CH2:16][C@@H:15]3[C@H:11]2[C@@H:12]([CH3:23])[O:13][C:14]3=[O:22])=[N:6][CH:7]=1.[Li+].C[Si]([N-][Si](C)(C)C)(C)C.Br[CH2:35][CH2:36][C:37]([O:39][C:40]([CH3:43])([CH3:42])[CH3:41])=[O:38]. Product: [Br:1][C:2]1[CH:3]=[CH:4][C:5](/[CH:8]=[CH:9]/[C@@H:10]2[C@H:11]3[C@:15]([CH2:35][CH2:36][C:37]([O:39][C:40]([CH3:43])([CH3:42])[CH3:41])=[O:38])([C:14](=[O:22])[O:13][C@@H:12]3[CH3:23])[CH2:16][C:17]([F:20])([F:21])[C@H:18]2[CH3:19])=[N:6][CH:7]=1. The catalyst class is: 598. (4) Reactant: [Si]([O:8][CH2:9][C@H:10]1[CH2:21][CH2:20][C:19]2[S:18][C:17]3[N:16]=[CH:15][N:14]=[C:13]([O:22][CH:23]4[CH2:28][CH2:27][C:26]([NH:30][C:31](=[O:37])[O:32][C:33]([CH3:36])([CH3:35])[CH3:34])([CH3:29])[CH2:25][CH2:24]4)[C:12]=3[C:11]1=2)(C(C)(C)C)(C)C. Product: [OH:8][CH2:9][C@H:10]1[CH2:21][CH2:20][C:19]2[S:18][C:17]3[N:16]=[CH:15][N:14]=[C:13]([O:22][CH:23]4[CH2:24][CH2:25][C:26]([NH:30][C:31](=[O:37])[O:32][C:33]([CH3:36])([CH3:35])[CH3:34])([CH3:29])[CH2:27][CH2:28]4)[C:12]=3[C:11]1=2. The catalyst class is: 7.